This data is from Reaction yield outcomes from USPTO patents with 853,638 reactions. The task is: Predict the reaction yield, written as a fraction of the theoretical maximum amount of product (1.0 means a 100% yield; for example, 0.34 means a 34% yield). (1) The reactants are [Cl:1][C:2]1[N:7]=[C:6]([NH:8][C:9]2[CH:10]=[N:11][C:12]([F:15])=[CH:13][CH:14]=2)[N:5]=[C:4]([NH2:16])[N:3]=1.[H-].[Na+].IC.[CH3:21]COC(C)=O. The catalyst is CN(C=O)C. The product is [Cl:1][C:2]1[N:7]=[C:6]([N:8]([C:9]2[CH:10]=[N:11][C:12]([F:15])=[CH:13][CH:14]=2)[CH3:21])[N:5]=[C:4]([NH2:16])[N:3]=1. The yield is 0.160. (2) The product is [CH3:20][CH:19]([CH3:21])[C:18]([NH:17][C:13]1[CH:14]=[CH:15][CH:16]=[C:11]([CH:8]2[CH2:9][CH2:10][N:5]([CH2:4][CH2:3][C@@H:2]([O:1][C:36]3[CH:35]=[CH:34][CH:33]=[C:32]([N+:29]([O-:31])=[O:30])[CH:37]=3)[C:23]3[CH:24]=[CH:25][CH:26]=[CH:27][CH:28]=3)[CH2:6][CH2:7]2)[CH:12]=1)=[O:22]. The yield is 0.408. The reactants are [OH:1][C@H:2]([C:23]1[CH:28]=[CH:27][CH:26]=[CH:25][CH:24]=1)[CH2:3][CH2:4][N:5]1[CH2:10][CH2:9][CH:8]([C:11]2[CH:12]=[C:13]([NH:17][C:18](=[O:22])[CH:19]([CH3:21])[CH3:20])[CH:14]=[CH:15][CH:16]=2)[CH2:7][CH2:6]1.[N+:29]([C:32]1[CH:33]=[C:34](O)[CH:35]=[CH:36][CH:37]=1)([O-:31])=[O:30].C1(P(C2C=CC=CC=2)C2C=CC=CC=2)C=CC=CC=1.N(C(OCC)=O)=NC(OCC)=O.N. The catalyst is C1COCC1.C(Cl)(Cl)Cl.